This data is from Full USPTO retrosynthesis dataset with 1.9M reactions from patents (1976-2016). The task is: Predict the reactants needed to synthesize the given product. (1) Given the product [F:32][C:29]1[CH:30]=[CH:31][C:26]([NH:25][C:24]2[C:19]3[C:18]4[CH2:41][CH2:42][NH:15][CH2:16][C:17]=4[S:40][C:20]=3[N:21]=[CH:22][N:23]=2)=[C:27]([O:33][CH:34]2[CH2:39][CH2:38][O:37][CH2:36][CH2:35]2)[CH:28]=1, predict the reactants needed to synthesize it. The reactants are: FC(F)(F)C(O)=O.C(OC([N:15]1[CH2:42][CH2:41][C:18]2[C:19]3[C:24]([NH:25][C:26]4[CH:31]=[CH:30][C:29]([F:32])=[CH:28][C:27]=4[O:33][CH:34]4[CH2:39][CH2:38][O:37][CH2:36][CH2:35]4)=[N:23][CH:22]=[N:21][C:20]=3[S:40][C:17]=2[CH2:16]1)=O)(C)(C)C. (2) Given the product [C:1]([Si:5]([CH3:22])([CH3:23])[O:6][CH2:7][CH2:8][CH2:9][O:10][NH2:11])([CH3:4])([CH3:3])[CH3:2], predict the reactants needed to synthesize it. The reactants are: [C:1]([Si:5]([CH3:23])([CH3:22])[O:6][CH2:7][CH2:8][CH2:9][O:10][N:11]1C(=O)C2C(=CC=CC=2)C1=O)([CH3:4])([CH3:3])[CH3:2].CNN. (3) Given the product [OH:9][CH2:8][CH2:7][NH:6][C:13](=[O:14])[C:12]1[CH:16]=[CH:17][CH:18]=[CH:19][C:11]=1[I:10], predict the reactants needed to synthesize it. The reactants are: C(=O)([O-])O.[Na+].[NH2:6][CH2:7][CH2:8][OH:9].[I:10][C:11]1[CH:19]=[CH:18][CH:17]=[CH:16][C:12]=1[C:13](Cl)=[O:14]. (4) Given the product [C:1]1([S:7]([NH:10][C:11]2[CH:19]=[C:18]3[C:14]([CH2:15][CH2:16][CH2:17]3)=[C:13]([NH:20][C:21]([CH2:23][C:24]3[CH:25]=[CH:26][C:27]([C:28]([NH2:37])=[NH:29])=[CH:30][CH:31]=3)=[O:22])[CH:12]=2)(=[O:8])=[O:9])[CH:2]=[CH:3][CH:4]=[CH:5][CH:6]=1, predict the reactants needed to synthesize it. The reactants are: [C:1]1([S:7]([NH:10][C:11]2[CH:19]=[C:18]3[C:14]([CH2:15][CH2:16][CH2:17]3)=[C:13]([NH:20][C:21]([CH2:23][C:24]3[CH:31]=[CH:30][C:27]([C:28]#[N:29])=[CH:26][CH:25]=3)=[O:22])[CH:12]=2)(=[O:9])=[O:8])[CH:6]=[CH:5][CH:4]=[CH:3][CH:2]=1.Cl.C(=O)([O-])[O-].[NH4+:37].[NH4+].